Dataset: PAMPA (Parallel Artificial Membrane Permeability Assay) permeability data from NCATS. Task: Regression/Classification. Given a drug SMILES string, predict its absorption, distribution, metabolism, or excretion properties. Task type varies by dataset: regression for continuous measurements (e.g., permeability, clearance, half-life) or binary classification for categorical outcomes (e.g., BBB penetration, CYP inhibition). Dataset: pampa_ncats. The compound is CC1=C(C(=NO1)C)CC2=CC=C(O2)C(=O)N3CCC4=C(C3)N=C5C=C(NN5C4=O)C6=CC=CC=C6. The result is 0 (low-to-moderate permeability).